Dataset: NCI-60 drug combinations with 297,098 pairs across 59 cell lines. Task: Regression. Given two drug SMILES strings and cell line genomic features, predict the synergy score measuring deviation from expected non-interaction effect. Drug 1: CS(=O)(=O)C1=CC(=C(C=C1)C(=O)NC2=CC(=C(C=C2)Cl)C3=CC=CC=N3)Cl. Drug 2: CC1CCC2CC(C(=CC=CC=CC(CC(C(=O)C(C(C(=CC(C(=O)CC(OC(=O)C3CCCCN3C(=O)C(=O)C1(O2)O)C(C)CC4CCC(C(C4)OC)OCCO)C)C)O)OC)C)C)C)OC. Cell line: CAKI-1. Synergy scores: CSS=32.8, Synergy_ZIP=0.0826, Synergy_Bliss=0.221, Synergy_Loewe=-21.4, Synergy_HSA=1.41.